This data is from Full USPTO retrosynthesis dataset with 1.9M reactions from patents (1976-2016). The task is: Predict the reactants needed to synthesize the given product. (1) Given the product [C:36]([C:28]1[CH:27]=[C:26]([NH:31][C:32]([NH:19][CH2:18][C@@H:14]2[CH2:15][CH2:16][CH2:17][N:13]2[C@H:10]2[CH2:11][CH2:12][C@@H:7]([CH2:6][C:5]3[CH:4]=[CH:3][C:2]([F:1])=[CH:21][CH:20]=3)[CH2:8][CH2:9]2)=[O:33])[CH:25]=[CH:30][CH:29]=1)(=[O:37])[CH3:35], predict the reactants needed to synthesize it. The reactants are: [F:1][C:2]1[CH:21]=[CH:20][C:5]([CH2:6][C@@H:7]2[CH2:12][CH2:11][C@H:10]([N:13]3[CH2:17][CH2:16][CH2:15][C@H:14]3[CH2:18][NH2:19])[CH2:9][CH2:8]2)=[CH:4][CH:3]=1.C([C:25]1[CH:30]=[CH:29][CH:28]=[CH:27][C:26]=1[N:31]=[C:32]=[O:33])(=O)C.C1C[O:37][CH2:36][CH2:35]1. (2) Given the product [F:30][C:27]1[CH:28]=[C:29]2[C:24](=[C:25]([O:31][CH3:32])[CH:26]=1)[N:23]=[C:22]([CH3:33])[CH:21]=[C:20]2[O:1][CH:2]1[CH2:7][CH2:6][N:5]([CH2:8][C:9]2[CH:16]=[CH:15][CH:14]=[CH:13][C:10]=2[C:11]#[N:12])[CH2:4][CH2:3]1, predict the reactants needed to synthesize it. The reactants are: [OH:1][CH:2]1[CH2:7][CH2:6][N:5]([CH2:8][C:9]2[CH:16]=[CH:15][CH:14]=[CH:13][C:10]=2[C:11]#[N:12])[CH2:4][CH2:3]1.[H-].[Na+].Cl[C:20]1[C:29]2[C:24](=[C:25]([O:31][CH3:32])[CH:26]=[C:27]([F:30])[CH:28]=2)[N:23]=[C:22]([CH3:33])[CH:21]=1. (3) Given the product [NH2:8][CH2:9][CH2:10][CH2:11][C@H:12]([NH:16][C:17]([C:19]1[C:20](=[O:36])[N:21]([CH2:25][C:26]2[CH:31]=[CH:30][CH:29]=[C:28]([C:32]([F:33])([F:34])[F:35])[CH:27]=2)[CH:22]=[CH:23][CH:24]=1)=[O:18])[C:13]([OH:15])=[O:14].[C:37]([OH:43])([C:39]([F:42])([F:41])[F:40])=[O:38], predict the reactants needed to synthesize it. The reactants are: C(OC([NH:8][CH2:9][CH2:10][CH2:11][CH:12]([NH:16][C:17]([C:19]1[C:20](=[O:36])[N:21]([CH2:25][C:26]2[CH:31]=[CH:30][CH:29]=[C:28]([C:32]([F:35])([F:34])[F:33])[CH:27]=2)[CH:22]=[CH:23][CH:24]=1)=[O:18])[C:13]([OH:15])=[O:14])=O)(C)(C)C.[C:37]([OH:43])([C:39]([F:42])([F:41])[F:40])=[O:38]. (4) Given the product [NH2:5][CH2:6][C@@H:7]1[CH2:12][CH2:11][C@H:10]([NH:13][C:14]2[C:23]3[C:18](=[CH:19][CH:20]=[C:21]([O:24][CH3:25])[CH:22]=3)[N:17]=[C:16]([CH:26]=[CH:27][C:28]3[CH:33]=[CH:32][CH:31]=[CH:30][N:29]=3)[N:15]=2)[CH2:9][CH2:8]1, predict the reactants needed to synthesize it. The reactants are: FC(F)(F)C([NH:5][CH2:6][C@@H:7]1[CH2:12][CH2:11][C@H:10]([NH:13][C:14]2[C:23]3[C:18](=[CH:19][CH:20]=[C:21]([O:24][CH3:25])[CH:22]=3)[N:17]=[C:16]([CH:26]=[CH:27][C:28]3[CH:33]=[CH:32][CH:31]=[CH:30][N:29]=3)[N:15]=2)[CH2:9][CH2:8]1)=O.C(=O)([O-])[O-].[K+].[K+]. (5) Given the product [C:1]([C@H:3]1[CH2:8][CH2:7][C@H:6]([C:9]([Cl:14])=[O:11])[CH2:5][CH2:4]1)#[N:2], predict the reactants needed to synthesize it. The reactants are: [C:1]([C@H:3]1[CH2:8][CH2:7][C@H:6]([C:9]([OH:11])=O)[CH2:5][CH2:4]1)#[N:2].S(Cl)([Cl:14])=O. (6) The reactants are: [CH3:1][C:2]([C:7]1[CH:12]=[CH:11][C:10]([OH:13])=[CH:9][CH:8]=1)([CH3:6])[C:3]([OH:5])=[O:4].S(Cl)(Cl)=O.[CH3:18]O. Given the product [OH:13][C:10]1[CH:9]=[CH:8][C:7]([C:2]([CH3:1])([CH3:6])[C:3]([O:5][CH3:18])=[O:4])=[CH:12][CH:11]=1, predict the reactants needed to synthesize it.